From a dataset of Forward reaction prediction with 1.9M reactions from USPTO patents (1976-2016). Predict the product of the given reaction. (1) Given the reactants [CH:1]1([C:4]2[N:9]=[C:8]3[NH:10][N:11]=[CH:12][C:7]3=[C:6]([N:13]3[CH2:17][CH2:16][C:15]([F:19])([F:18])[CH2:14]3)[CH:5]=2)[CH2:3][CH2:2]1.Cl[CH2:21][C:22]1[C:26]([CH3:27])=[N:25][O:24][N:23]=1, predict the reaction product. The product is: [CH:1]1([C:4]2[N:9]=[C:8]3[N:10]([CH2:21][C:22]4[C:26]([CH3:27])=[N:25][O:24][N:23]=4)[N:11]=[CH:12][C:7]3=[C:6]([N:13]3[CH2:17][CH2:16][C:15]([F:18])([F:19])[CH2:14]3)[CH:5]=2)[CH2:3][CH2:2]1. (2) Given the reactants [CH2:1]([O:3][C:4]([C@@H:6]1[CH2:10][CH:9]([OH:11])[CH2:8][C@H:7]1[CH2:12][O:13][C:14]1[CH:19]=[CH:18][C:17]([Cl:20])=[CH:16][CH:15]=1)=[O:5])[CH3:2].C(N(CC)CC)C.[CH3:28][S:29](Cl)(=[O:31])=[O:30].Cl, predict the reaction product. The product is: [CH2:1]([O:3][C:4]([C@@H:6]1[CH2:10][CH:9]([O:11][S:29]([CH3:28])(=[O:31])=[O:30])[CH2:8][C@H:7]1[CH2:12][O:13][C:14]1[CH:15]=[CH:16][C:17]([Cl:20])=[CH:18][CH:19]=1)=[O:5])[CH3:2]. (3) Given the reactants Cl[C:2]1[C:3]([C:9]([NH2:11])=[O:10])=[N:4][CH:5]=[C:6](Cl)[N:7]=1.[C@H:12]12[CH2:18][C@H:15]([NH:16][CH2:17]1)[CH2:14][N:13]2[C:19]([O:21]C(C)(C)C)=O.[O:26]([C:33]1[CH:38]=[CH:37][C:36]([OH:39])=[CH:35][CH:34]=1)[C:27]1[CH:32]=[CH:31][CH:30]=[CH:29][CH:28]=1.[C:40](O)(=O)[CH:41]=C, predict the reaction product. The product is: [C:19]([N:13]1[CH2:14][C@@H:15]2[CH2:18][C@H:12]1[CH2:17][N:16]2[C:6]1[N:7]=[C:2]([O:39][C:36]2[CH:35]=[CH:34][C:33]([O:26][C:27]3[CH:32]=[CH:31][CH:30]=[CH:29][CH:28]=3)=[CH:38][CH:37]=2)[C:3]([C:9]([NH2:11])=[O:10])=[N:4][CH:5]=1)(=[O:21])[CH:40]=[CH2:41]. (4) Given the reactants Br[CH2:2][C:3]1[C:24]([C:25]([F:28])([F:27])[F:26])=[CH:23][C:6]([C:7]([NH:9][CH2:10][C:11]2[CH:16]=[C:15]([Cl:17])[CH:14]=[CH:13][C:12]=2[S:18]([CH2:21][CH3:22])(=[O:20])=[O:19])=[O:8])=[CH:5][C:4]=1[Cl:29].[NH:30]1[CH2:35][CH2:34][CH2:33][C@H:32]([CH2:36][CH2:37][NH:38][C:39](=[O:48])[O:40][CH2:41][C:42]2[CH:47]=[CH:46][CH:45]=[CH:44][CH:43]=2)[CH2:31]1, predict the reaction product. The product is: [Cl:29][C:4]1[CH:5]=[C:6]([C:7](=[O:8])[NH:9][CH2:10][C:11]2[CH:16]=[C:15]([Cl:17])[CH:14]=[CH:13][C:12]=2[S:18]([CH2:21][CH3:22])(=[O:20])=[O:19])[CH:23]=[C:24]([C:25]([F:26])([F:28])[F:27])[C:3]=1[CH2:2][N:30]1[CH2:35][CH2:34][CH2:33][C@H:32]([CH2:36][CH2:37][NH:38][C:39](=[O:48])[O:40][CH2:41][C:42]2[CH:47]=[CH:46][CH:45]=[CH:44][CH:43]=2)[CH2:31]1. (5) Given the reactants C(OC([NH:11][C@@H:12]1[CH2:17][C@@H:16]2[N:18]([C:19]([O:21][C:22]([CH3:25])([CH3:24])[CH3:23])=[O:20])[C@H:13]1[CH2:14][CH2:15]2)=O)C1C=CC=CC=1.[H][H], predict the reaction product. The product is: [NH2:11][C@@H:12]1[CH2:17][C@@H:16]2[N:18]([C:19]([O:21][C:22]([CH3:25])([CH3:24])[CH3:23])=[O:20])[C@H:13]1[CH2:14][CH2:15]2. (6) The product is: [CH2:15]([O:14][C:12](=[O:13])[CH2:6][C:6]1([C:12]([O:14][CH2:15][CH3:16])=[O:13])[CH2:5][C:4]2[C:8](=[CH:9][CH:10]=[C:2]([F:1])[CH:3]=2)[C:7]1=[O:11])[CH3:16]. Given the reactants [F:1][C:2]1[CH:3]=[C:4]2[C:8](=[CH:9][CH:10]=1)[C:7](=[O:11])[CH:6]([C:12]([O:14][CH2:15][CH3:16])=[O:13])[CH2:5]2.[H-].[Na+], predict the reaction product.